Dataset: Peptide-MHC class I binding affinity with 185,985 pairs from IEDB/IMGT. Task: Regression. Given a peptide amino acid sequence and an MHC pseudo amino acid sequence, predict their binding affinity value. This is MHC class I binding data. (1) The peptide sequence is LLHDIGKPV. The MHC is HLA-A69:01 with pseudo-sequence HLA-A69:01. The binding affinity (normalized) is 0.0847. (2) The peptide sequence is CSQTSYQYL. The MHC is Mamu-A01 with pseudo-sequence Mamu-A01. The binding affinity (normalized) is 0.383. (3) The peptide sequence is KLYERNTAF. The MHC is HLA-A02:12 with pseudo-sequence HLA-A02:12. The binding affinity (normalized) is 0.586. (4) The peptide sequence is LAKAIITPI. The MHC is HLA-A02:01 with pseudo-sequence HLA-A02:01. The binding affinity (normalized) is 0.120. (5) The MHC is HLA-A03:01 with pseudo-sequence HLA-A03:01. The peptide sequence is KSAGFPFNK. The binding affinity (normalized) is 0.801. (6) The peptide sequence is AQAVMEMTY. The MHC is HLA-B15:01 with pseudo-sequence HLA-B15:01. The binding affinity (normalized) is 0.628.